Predict the reactants needed to synthesize the given product. From a dataset of Full USPTO retrosynthesis dataset with 1.9M reactions from patents (1976-2016). Given the product [NH:8]1[CH2:9][CH2:10][CH:11]([NH:14][C:15]2[N:16]=[CH:17][C:18]([O:21][S:22]([CH3:25])(=[O:23])=[O:24])=[CH:19][N:20]=2)[CH2:12][CH2:13]1, predict the reactants needed to synthesize it. The reactants are: C(OC([N:8]1[CH2:13][CH2:12][CH:11]([NH:14][C:15]2[N:20]=[CH:19][C:18]([O:21][S:22]([CH3:25])(=[O:24])=[O:23])=[CH:17][N:16]=2)[CH2:10][CH2:9]1)=O)(C)(C)C.Cl.O1CCOCC1.C(=O)([O-])[O-].[K+].[K+].